Dataset: Reaction yield outcomes from USPTO patents with 853,638 reactions. Task: Predict the reaction yield, written as a fraction of the theoretical maximum amount of product (1.0 means a 100% yield; for example, 0.34 means a 34% yield). (1) The product is [N+:1]([C:4]1[CH:5]=[C:6]([CH:7]=[CH:8][C:9]=1[N+:10]([O-:12])=[O:11])[CH:13]=[O:14])([O-:3])=[O:2]. The reactants are [N+:1]([C:4]1[CH:5]=[C:6]([CH2:13][OH:14])[CH:7]=[CH:8][C:9]=1[N+:10]([O-:12])=[O:11])([O-:3])=[O:2].[Cr](Cl)([O-])(=O)=O.[NH+]1C=CC=CC=1.CCOCC. The yield is 0.710. The catalyst is C(Cl)Cl. (2) The reactants are [OH:1][C:2]1[C:9]([CH3:10])=[CH:8][CH:7]=[CH:6][C:3]=1[CH:4]=[O:5].[Br:11]Br. The catalyst is C(O)(=O)C.O. The product is [Br:11][C:7]1[CH:8]=[C:9]([CH3:10])[C:2]([OH:1])=[C:3]([CH:6]=1)[CH:4]=[O:5]. The yield is 0.886. (3) The reactants are [CH:1]1([NH2:6])[CH2:5][CH2:4][CH2:3][CH2:2]1.[CH2:7]([O:9][C:10](=[O:14])[CH2:11][CH2:12]Cl)[CH3:8].C([O-])([O-])=O.[K+].[K+]. The catalyst is [I-].C([N+](CCCC)(CCCC)CCCC)CCC. The product is [CH2:7]([O:9][C:10](=[O:14])[CH2:11][CH2:12][NH:6][CH:1]1[CH2:5][CH2:4][CH2:3][CH2:2]1)[CH3:8]. The yield is 0.830. (4) The reactants are [NH2:1][C:2]1([C:19]2[S:20][CH:21]=[CH:22][CH:23]=2)[CH:6]([CH2:7][OH:8])[CH2:5][N:4]([C:9]([O:11][CH2:12][C:13]2[CH:18]=[CH:17][CH:16]=[CH:15][CH:14]=2)=[O:10])[CH2:3]1.[C:24]([N:32]=[C:33]=[S:34])(=[O:31])[C:25]1[CH:30]=[CH:29][CH:28]=[CH:27][CH:26]=1. The catalyst is O1CCCC1. The product is [C:24]([NH:32][C:33]([NH:1][C:2]1([C:19]2[S:20][CH:21]=[CH:22][CH:23]=2)[CH:6]([CH2:7][OH:8])[CH2:5][N:4]([C:9]([O:11][CH2:12][C:13]2[CH:18]=[CH:17][CH:16]=[CH:15][CH:14]=2)=[O:10])[CH2:3]1)=[S:34])(=[O:31])[C:25]1[CH:30]=[CH:29][CH:28]=[CH:27][CH:26]=1. The yield is 0.950.